The task is: Predict the product of the given reaction.. This data is from Forward reaction prediction with 1.9M reactions from USPTO patents (1976-2016). (1) Given the reactants Cl.[C:2]([O:6][C:7](=[O:14])[C@H:8]([NH2:13])[CH2:9][CH:10]([CH3:12])[CH3:11])([CH3:5])([CH3:4])[CH3:3].[CH:15]1[C:24]2[C:19](=[CH:20][CH:21]=[CH:22][CH:23]=2)[CH:18]=[CH:17][C:16]=1[CH2:25][S:26](Cl)(=[O:28])=[O:27].C(OCC)(=O)C, predict the reaction product. The product is: [C:2]([O:6][C:7](=[O:14])[C@H:8]([NH:13][S:26]([CH2:25][C:16]1[CH:17]=[CH:18][C:19]2[C:24](=[CH:23][CH:22]=[CH:21][CH:20]=2)[CH:15]=1)(=[O:28])=[O:27])[CH2:9][CH:10]([CH3:11])[CH3:12])([CH3:3])([CH3:5])[CH3:4]. (2) Given the reactants [Li+].[OH-].[CH2:3]([O:10][C:11]1[CH:12]=[C:13]([CH2:25][C@H:26]([NH:37][C:38](=[O:51])[C@@H:39]([NH:41][C:42](=[O:50])[CH2:43][N:44]2[CH2:49][CH2:48][O:47][CH2:46][CH2:45]2)[CH3:40])[C:27]([O:29]CC2C=CC=CC=2)=[O:28])[CH:14]=[CH:15][C:16]=1[O:17][CH2:18][C:19]1[CH:24]=[CH:23][CH:22]=[CH:21][CH:20]=1)[C:4]1[CH:9]=[CH:8][CH:7]=[CH:6][CH:5]=1.Cl, predict the reaction product. The product is: [CH2:3]([O:10][C:11]1[CH:12]=[C:13]([CH2:25][C@H:26]([NH:37][C:38](=[O:51])[C@@H:39]([NH:41][C:42](=[O:50])[CH2:43][N:44]2[CH2:45][CH2:46][O:47][CH2:48][CH2:49]2)[CH3:40])[C:27]([OH:29])=[O:28])[CH:14]=[CH:15][C:16]=1[O:17][CH2:18][C:19]1[CH:20]=[CH:21][CH:22]=[CH:23][CH:24]=1)[C:4]1[CH:5]=[CH:6][CH:7]=[CH:8][CH:9]=1. (3) Given the reactants [OH:1][C:2]1[CH:7]=[CH:6][N:5]([C:8]2[S:9][C:10]([C:14]([O:16][CH2:17][CH3:18])=[O:15])=[C:11]([CH3:13])[N:12]=2)[C:4](=[O:19])[CH:3]=1.[H-].[Na+].Br[CH2:23][C:24]1[O:25][C:26]([C:29]([F:32])([F:31])[F:30])=[CH:27][CH:28]=1, predict the reaction product. The product is: [CH3:13][C:11]1[N:12]=[C:8]([N:5]2[CH:6]=[CH:7][C:2]([O:1][CH2:23][C:24]3[O:25][C:26]([C:29]([F:32])([F:31])[F:30])=[CH:27][CH:28]=3)=[CH:3][C:4]2=[O:19])[S:9][C:10]=1[C:14]([O:16][CH2:17][CH3:18])=[O:15].